Dataset: NCI-60 drug combinations with 297,098 pairs across 59 cell lines. Task: Regression. Given two drug SMILES strings and cell line genomic features, predict the synergy score measuring deviation from expected non-interaction effect. (1) Drug 1: CC1C(C(CC(O1)OC2CC(CC3=C2C(=C4C(=C3O)C(=O)C5=C(C4=O)C(=CC=C5)OC)O)(C(=O)CO)O)N)O.Cl. Drug 2: C1C(C(OC1N2C=NC3=C2NC=NCC3O)CO)O. Cell line: OVCAR-8. Synergy scores: CSS=1.93, Synergy_ZIP=-1.17, Synergy_Bliss=-2.10, Synergy_Loewe=-2.85, Synergy_HSA=-2.13. (2) Drug 1: C1=CC(=CC=C1CC(C(=O)O)N)N(CCCl)CCCl.Cl. Drug 2: CC1=C(N=C(N=C1N)C(CC(=O)N)NCC(C(=O)N)N)C(=O)NC(C(C2=CN=CN2)OC3C(C(C(C(O3)CO)O)O)OC4C(C(C(C(O4)CO)O)OC(=O)N)O)C(=O)NC(C)C(C(C)C(=O)NC(C(C)O)C(=O)NCCC5=NC(=CS5)C6=NC(=CS6)C(=O)NCCC[S+](C)C)O. Cell line: 786-0. Synergy scores: CSS=39.7, Synergy_ZIP=-8.65, Synergy_Bliss=0.376, Synergy_Loewe=-3.59, Synergy_HSA=1.65. (3) Drug 1: CC1CC2C3CCC4=CC(=O)C=CC4(C3(C(CC2(C1(C(=O)CO)O)C)O)F)C. Drug 2: B(C(CC(C)C)NC(=O)C(CC1=CC=CC=C1)NC(=O)C2=NC=CN=C2)(O)O. Cell line: SW-620. Synergy scores: CSS=69.3, Synergy_ZIP=3.69, Synergy_Bliss=4.27, Synergy_Loewe=-48.9, Synergy_HSA=3.32.